From a dataset of Buchwald-Hartwig C-N cross coupling reaction yields with 55,370 reactions. Predict the reaction yield, written as a fraction of the theoretical maximum amount of product (1.0 means a 100% yield; for example, 0.34 means a 34% yield). (1) The reactants are Brc1ccccn1.Cc1ccc(N)cc1.O=S(=O)(O[Pd]1c2ccccc2-c2ccccc2N~1)C(F)(F)F.COc1ccc(OC)c(P(C(C)(C)C)C(C)(C)C)c1-c1c(C(C)C)cc(C(C)C)cc1C(C)C.CN(C)C(=NC(C)(C)C)N(C)C.COC(=O)c1ccno1. No catalyst specified. The product is Cc1ccc(Nc2ccccn2)cc1. The yield is 0.250. (2) The reactants are COc1ccc(I)cc1.Cc1ccc(N)cc1.O=S(=O)(O[Pd]1c2ccccc2-c2ccccc2N~1)C(F)(F)F.COc1ccc(OC)c(P([C@]23C[C@H]4C[C@H](C[C@H](C4)C2)C3)[C@]23C[C@H]4C[C@H](C[C@H](C4)C2)C3)c1-c1c(C(C)C)cc(C(C)C)cc1C(C)C.CN1CCCN2CCCN=C12.CCOC(=O)c1cc(C)no1. No catalyst specified. The product is COc1ccc(Nc2ccc(C)cc2)cc1. The yield is 0.575.